Dataset: NCI-60 drug combinations with 297,098 pairs across 59 cell lines. Task: Regression. Given two drug SMILES strings and cell line genomic features, predict the synergy score measuring deviation from expected non-interaction effect. (1) Drug 1: C1=CC(=C2C(=C1NCCNCCO)C(=O)C3=C(C=CC(=C3C2=O)O)O)NCCNCCO. Drug 2: CN(C)C1=NC(=NC(=N1)N(C)C)N(C)C. Cell line: OVCAR-5. Synergy scores: CSS=26.7, Synergy_ZIP=9.12, Synergy_Bliss=9.77, Synergy_Loewe=-21.8, Synergy_HSA=6.81. (2) Drug 1: CN(C(=O)NC(C=O)C(C(C(CO)O)O)O)N=O. Drug 2: CC1CCCC2(C(O2)CC(NC(=O)CC(C(C(=O)C(C1O)C)(C)C)O)C(=CC3=CSC(=N3)C)C)C. Cell line: NCI/ADR-RES. Synergy scores: CSS=5.41, Synergy_ZIP=-1.14, Synergy_Bliss=3.64, Synergy_Loewe=-1.06, Synergy_HSA=1.31. (3) Drug 1: COC1=C(C=C2C(=C1)N=CN=C2NC3=CC(=C(C=C3)F)Cl)OCCCN4CCOCC4. Drug 2: C1C(C(OC1N2C=C(C(=O)NC2=O)F)CO)O. Cell line: HOP-92. Synergy scores: CSS=39.9, Synergy_ZIP=-1.21, Synergy_Bliss=2.70, Synergy_Loewe=9.39, Synergy_HSA=10.7. (4) Drug 1: C1=CC(=CC=C1CC(C(=O)O)N)N(CCCl)CCCl.Cl. Drug 2: CC1C(C(CC(O1)OC2CC(CC3=C2C(=C4C(=C3O)C(=O)C5=C(C4=O)C(=CC=C5)OC)O)(C(=O)CO)O)N)O.Cl. Cell line: NCI-H460. Synergy scores: CSS=55.3, Synergy_ZIP=-0.294, Synergy_Bliss=0.426, Synergy_Loewe=-4.29, Synergy_HSA=3.30. (5) Drug 1: CC1OCC2C(O1)C(C(C(O2)OC3C4COC(=O)C4C(C5=CC6=C(C=C35)OCO6)C7=CC(=C(C(=C7)OC)O)OC)O)O. Drug 2: C1=C(C(=O)NC(=O)N1)F. Cell line: T-47D. Synergy scores: CSS=48.3, Synergy_ZIP=-9.55, Synergy_Bliss=-7.05, Synergy_Loewe=-1.77, Synergy_HSA=0.499. (6) Drug 1: C1=CC(=C2C(=C1NCCNCCO)C(=O)C3=C(C=CC(=C3C2=O)O)O)NCCNCCO. Drug 2: C1CNP(=O)(OC1)N(CCCl)CCCl. Cell line: UO-31. Synergy scores: CSS=26.0, Synergy_ZIP=2.19, Synergy_Bliss=2.64, Synergy_Loewe=-54.3, Synergy_HSA=1.53. (7) Drug 1: CC1=C2C(C(=O)C3(C(CC4C(C3C(C(C2(C)C)(CC1OC(=O)C(C(C5=CC=CC=C5)NC(=O)OC(C)(C)C)O)O)OC(=O)C6=CC=CC=C6)(CO4)OC(=O)C)OC)C)OC. Synergy scores: CSS=39.4, Synergy_ZIP=4.87, Synergy_Bliss=1.90, Synergy_Loewe=-26.1, Synergy_HSA=2.61. Cell line: U251. Drug 2: CC(C)(C#N)C1=CC(=CC(=C1)CN2C=NC=N2)C(C)(C)C#N. (8) Drug 1: COC1=C(C=C2C(=C1)N=CN=C2NC3=CC(=C(C=C3)F)Cl)OCCCN4CCOCC4. Drug 2: CC1C(C(CC(O1)OC2CC(CC3=C2C(=C4C(=C3O)C(=O)C5=CC=CC=C5C4=O)O)(C(=O)C)O)N)O. Cell line: HCT-15. Synergy scores: CSS=45.5, Synergy_ZIP=5.67, Synergy_Bliss=6.57, Synergy_Loewe=-1.42, Synergy_HSA=8.32. (9) Drug 1: CCCS(=O)(=O)NC1=C(C(=C(C=C1)F)C(=O)C2=CNC3=C2C=C(C=N3)C4=CC=C(C=C4)Cl)F. Drug 2: C1=NC2=C(N1)C(=S)N=CN2. Cell line: COLO 205. Synergy scores: CSS=39.1, Synergy_ZIP=-6.89, Synergy_Bliss=-6.25, Synergy_Loewe=-15.9, Synergy_HSA=-4.89.